Dataset: Full USPTO retrosynthesis dataset with 1.9M reactions from patents (1976-2016). Task: Predict the reactants needed to synthesize the given product. (1) Given the product [CH3:25][C:13]1([CH3:26])[C:12]2[C:11]3[CH2:27][CH2:28][NH:7][CH2:8][CH2:9][C:10]=3[CH:18]=[C:17]([C:19]3[CH:20]=[CH:21][CH:22]=[CH:23][CH:24]=3)[C:16]=2[CH2:15][CH2:14]1, predict the reactants needed to synthesize it. The reactants are: C(OC([N:7]1[CH2:28][CH2:27][C:11]2[C:12]3[C:13]([CH3:26])([CH3:25])[CH2:14][CH2:15][C:16]=3[C:17]([C:19]3[CH:24]=[CH:23][CH:22]=[CH:21][CH:20]=3)=[CH:18][C:10]=2[CH2:9][CH2:8]1)=O)CC.[Si](I)(C)(C)C. (2) Given the product [Br:22][CH2:13][C:3]1[CH:4]=[C:5]([F:12])[C:6]2[O:7][CH2:8][CH2:9][O:10][C:11]=2[C:2]=1[F:1], predict the reactants needed to synthesize it. The reactants are: [F:1][C:2]1[C:11]2[O:10][CH2:9][CH2:8][O:7][C:6]=2[C:5]([F:12])=[CH:4][C:3]=1[CH2:13]OC1CCCCO1.P(Br)(Br)[Br:22]. (3) The reactants are: [C:1]([O:5][C:6]([N:8]1[CH2:13][CH2:12][C:11]2[S:14][C:15]([C:17]([OH:19])=O)=[CH:16][C:10]=2[CH2:9]1)=[O:7])([CH3:4])([CH3:3])[CH3:2].Cl.[CH3:21][NH:22][O:23][CH3:24].C1C=NC2N(O)N=NC=2C=1.C(N(C(C)C)CC)(C)C.CCN=C=NCCCN(C)C. Given the product [CH3:24][O:23][N:22]([CH3:21])[C:17]([C:15]1[S:14][C:11]2[CH2:12][CH2:13][N:8]([C:6]([O:5][C:1]([CH3:2])([CH3:3])[CH3:4])=[O:7])[CH2:9][C:10]=2[CH:16]=1)=[O:19], predict the reactants needed to synthesize it. (4) Given the product [CH3:23][O:22][C:20](=[O:21])[C:19]1[CH:24]=[CH:25][CH:26]=[C:17]([O:16][Si:9]([C:12]([CH3:15])([CH3:14])[CH3:13])([CH3:10])[CH3:11])[C:18]=1[CH2:27][Br:8], predict the reactants needed to synthesize it. The reactants are: C1C(=O)N([Br:8])C(=O)C1.[Si:9]([O:16][C:17]1[C:18]([CH3:27])=[C:19]([CH:24]=[CH:25][CH:26]=1)[C:20]([O:22][CH3:23])=[O:21])([C:12]([CH3:15])([CH3:14])[CH3:13])([CH3:11])[CH3:10]. (5) The reactants are: I[C:2]1[C:3](=[O:7])[CH2:4][CH2:5][CH:6]=1.[Cl:8][C:9]1[CH:14]=[CH:13][C:12](B(O)O)=[CH:11][CH:10]=1.O1CCCC1.O. Given the product [Cl:8][C:9]1[CH:14]=[CH:13][C:12]([C:2]2[C:3](=[O:7])[CH2:4][CH2:5][CH:6]=2)=[CH:11][CH:10]=1, predict the reactants needed to synthesize it. (6) The reactants are: [C:1]([C:5]1[CH:24]=[CH:23][C:8]2[NH:9][C:10]([CH2:12][CH:13]3[CH2:16][CH:15]([C:17]([N:19]([O:21][CH3:22])[CH3:20])=[O:18])[CH2:14]3)=[N:11][C:7]=2[CH:6]=1)([CH3:4])([CH3:3])[CH3:2].C(=O)([O-])[O-].[K+].[K+].[CH3:31][Si:32]([CH3:39])([CH3:38])[CH2:33][CH2:34][O:35][CH2:36]Cl. Given the product [C:1]([C:5]1[CH:24]=[CH:23][C:8]2[N:9]([CH2:36][O:35][CH2:34][CH2:33][Si:32]([CH3:39])([CH3:38])[CH3:31])[C:10]([CH2:12][CH:13]3[CH2:16][CH:15]([C:17]([N:19]([O:21][CH3:22])[CH3:20])=[O:18])[CH2:14]3)=[N:11][C:7]=2[CH:6]=1)([CH3:4])([CH3:2])[CH3:3], predict the reactants needed to synthesize it. (7) The reactants are: [CH2:1]([C@@:5]1([CH2:31][CH3:32])[NH:11][C@H:10]([C:12]2[CH:17]=[CH:16][CH:15]=[CH:14][CH:13]=2)[C:9]2[CH:18]=[C:19]([O:27][CH3:28])[C:20]([CH2:22][CH2:23][C:24](O)=[O:25])=[CH:21][C:8]=2[S:7](=[O:30])(=[O:29])[CH2:6]1)[CH2:2][CH2:3][CH3:4].C(Cl)CCl.[NH:37]([CH2:44][C:45]([O:47][CH2:48][CH3:49])=[O:46])[CH2:38][C:39]([O:41][CH2:42][CH3:43])=[O:40]. Given the product [CH2:1]([C@@:5]1([CH2:31][CH3:32])[NH:11][C@H:10]([C:12]2[CH:17]=[CH:16][CH:15]=[CH:14][CH:13]=2)[C:9]2[CH:18]=[C:19]([O:27][CH3:28])[C:20]([CH2:22][CH2:23][C:24]([N:37]([CH2:38][C:39]([O:41][CH2:42][CH3:43])=[O:40])[CH2:44][C:45]([O:47][CH2:48][CH3:49])=[O:46])=[O:25])=[CH:21][C:8]=2[S:7](=[O:29])(=[O:30])[CH2:6]1)[CH2:2][CH2:3][CH3:4], predict the reactants needed to synthesize it. (8) Given the product [CH3:2][S:12]([C:34]1[N:33]=[C:32]([C:31]2[C:27]([C:22]3[CH:23]=[C:24]([CH3:26])[CH:25]=[C:20]([O:19][CH3:18])[CH:21]=3)=[N:28][N:29]([CH2:40][C:41]#[N:42])[CH:30]=2)[CH:37]=[CH:36][N:35]=1)(=[O:16])=[O:13], predict the reactants needed to synthesize it. The reactants are: Cl[C:2]1C=CC=C(C(OO)=O)C=1.[S:12]([O-:16])([O-])(=O)=[O:13].[Mg+2].[CH3:18][O:19][C:20]1[CH:21]=[C:22]([C:27]2[C:31]([C:32]3[CH:37]=[CH:36][N:35]=[C:34](SC)[N:33]=3)=[CH:30][N:29]([CH2:40][C:41]#[N:42])[N:28]=2)[CH:23]=[C:24]([CH3:26])[CH:25]=1. (9) Given the product [C:49]([O:53][C:54](=[O:55])[N:56]([C@H:57]([C:58](=[O:59])[NH:12][C@@H:13]([CH:41]1[CH2:46][CH2:45][C:44]([F:47])([F:48])[CH2:43][CH2:42]1)[C:14]([N:16]1[C@H:21]([C:22](=[O:23])[NH:24][C@H:25]2[C:34]3[C:29](=[CH:30][CH:31]=[CH:32][CH:33]=3)[O:28][CH2:27][CH2:26]2)[CH2:20][N:19]2[CH2:35][C@H:36]([O:38][CH2:39][CH3:40])[CH2:37][C@@H:18]2[CH2:17]1)=[O:15])[CH2:61][CH3:62])[CH3:63])([CH3:50])([CH3:51])[CH3:52], predict the reactants needed to synthesize it. The reactants are: C(N(CC)C(C)C)(C)C.Cl.Cl.[NH2:12][C@@H:13]([CH:41]1[CH2:46][CH2:45][C:44]([F:48])([F:47])[CH2:43][CH2:42]1)[C:14]([N:16]1[C@H:21]([C:22]([NH:24][C@H:25]2[C:34]3[C:29](=[CH:30][CH:31]=[CH:32][CH:33]=3)[O:28][CH2:27][CH2:26]2)=[O:23])[CH2:20][N:19]2[CH2:35][C@H:36]([O:38][CH2:39][CH3:40])[CH2:37][C@@H:18]2[CH2:17]1)=[O:15].[C:49]([O:53][C:54]([N:56]([CH3:63])[C@@H:57]([CH2:61][CH3:62])[C:58](O)=[O:59])=[O:55])([CH3:52])([CH3:51])[CH3:50].Cl.C(N=C=NCCCN(C)C)C.ON1C2C=CC=CC=2N=N1. (10) Given the product [F:24][C:8]([F:7])([F:23])[C:9]1[CH:14]=[CH:13][N:12]2[N:15]=[CH:16][C:17]([CH2:18][OH:19])=[C:11]2[CH:10]=1, predict the reactants needed to synthesize it. The reactants are: [H-].[H-].[H-].[H-].[Li+].[Al+3].[F:7][C:8]([F:24])([F:23])[C:9]1[CH:14]=[CH:13][N:12]2[N:15]=[CH:16][C:17]([C:18](OCC)=[O:19])=[C:11]2[CH:10]=1.